Dataset: Forward reaction prediction with 1.9M reactions from USPTO patents (1976-2016). Task: Predict the product of the given reaction. (1) Given the reactants [CH3:1][C:2]1[CH:3]=[N:4][CH:5]=[CH:6][C:7]=1[C:8]1[NH:25][C:11]2=[N:12][CH:13]=[C:14](B3OC(C)(C)C(C)(C)O3)[CH:15]=[C:10]2[CH:9]=1.[CH2:26]([N:28]1[C:32](OS(C(F)(F)F)(=O)=O)=[CH:31][C:30]([C:41]([F:44])([F:43])[F:42])=[N:29]1)[CH3:27], predict the reaction product. The product is: [CH2:26]([N:28]1[C:32]([C:14]2[CH:15]=[C:10]3[CH:9]=[C:8]([C:7]4[CH:6]=[CH:5][N:4]=[CH:3][C:2]=4[CH3:1])[NH:25][C:11]3=[N:12][CH:13]=2)=[CH:31][C:30]([C:41]([F:43])([F:42])[F:44])=[N:29]1)[CH3:27]. (2) Given the reactants [CH:1]1([C:4]2[N:5]=[C:6]3[C:11]([O:12][CH2:13][C:14]4[C:19]([F:20])=[CH:18][CH:17]=[CH:16][C:15]=4[F:21])=[CH:10][CH:9]=[CH:8][N:7]3[C:22]=2[C:23]([O:25]CC)=[O:24])[CH2:3][CH2:2]1.[OH-].[Li+], predict the reaction product. The product is: [CH:1]1([C:4]2[N:5]=[C:6]3[C:11]([O:12][CH2:13][C:14]4[C:15]([F:21])=[CH:16][CH:17]=[CH:18][C:19]=4[F:20])=[CH:10][CH:9]=[CH:8][N:7]3[C:22]=2[C:23]([OH:25])=[O:24])[CH2:2][CH2:3]1. (3) Given the reactants Br[C:2]1[CH:3]=[C:4]([O:9][CH3:10])[C:5]([NH2:8])=[N:6][CH:7]=1.[CH3:11][N:12]1[CH:16]=[CH:15][N:14]=[C:13]1[CH3:17].CC([O-])=O.[K+], predict the reaction product. The product is: [CH3:11][N:12]1[C:16]([C:2]2[CH:3]=[C:4]([O:9][CH3:10])[C:5]([NH2:8])=[N:6][CH:7]=2)=[CH:15][N:14]=[C:13]1[CH3:17].